From a dataset of Forward reaction prediction with 1.9M reactions from USPTO patents (1976-2016). Predict the product of the given reaction. (1) Given the reactants S(Cl)(Cl)=O.[CH2:5]([O:8][C:9]([NH:11][C:12]1[S:13][CH:14]=[C:15]([C:17]([OH:19])=O)[N:16]=1)=[O:10])[CH:6]=[CH2:7].[K+].[C:21]([O:27][CH2:28][CH3:29])(=[O:26])[CH2:22]C([O-])=O.[Cl-].[Mg+2].[Cl-], predict the reaction product. The product is: [CH2:5]([O:8][C:9]([NH:11][C:12]1[S:13][CH:14]=[C:15]([C:17](=[O:19])[CH2:22][C:21]([O:27][CH2:28][CH3:29])=[O:26])[N:16]=1)=[O:10])[CH:6]=[CH2:7]. (2) Given the reactants [OH:1][CH2:2][CH:3]([CH2:40][OH:41])[O:4][CH2:5][C:6]1[CH:11]=[CH:10][C:9]([C:12]#[C:13][C:14]2[CH:39]=[CH:38][C:17]([C:18]([N:20]([CH3:37])[C@:21]([CH3:36])([C:26]([NH:28][O:29]C3CCCCO3)=[O:27])[C:22]([NH:24][CH3:25])=[O:23])=[O:19])=[CH:16][CH:15]=2)=[CH:8][CH:7]=1.O1CCOCC1.S(=O)(=O)(O)O.C(OCC)(=O)C, predict the reaction product. The product is: [OH:29][NH:28][C:26](=[O:27])[C@:21]([N:20]([C:18](=[O:19])[C:17]1[CH:38]=[CH:39][C:14]([C:13]#[C:12][C:9]2[CH:8]=[CH:7][C:6]([CH2:5][O:4][CH:3]([CH2:2][OH:1])[CH2:40][OH:41])=[CH:11][CH:10]=2)=[CH:15][CH:16]=1)[CH3:37])([CH3:36])[C:22]([NH:24][CH3:25])=[O:23].